Task: Regression. Given two drug SMILES strings and cell line genomic features, predict the synergy score measuring deviation from expected non-interaction effect.. Dataset: Merck oncology drug combination screen with 23,052 pairs across 39 cell lines (1) Drug 1: CN1C(=O)C=CC2(C)C3CCC4(C)C(NC(=O)OCC(F)(F)F)CCC4C3CCC12. Drug 2: C#Cc1cccc(Nc2ncnc3cc(OCCOC)c(OCCOC)cc23)c1. Cell line: LOVO. Synergy scores: synergy=19.2. (2) Drug 1: NC(=O)c1cccc2cn(-c3ccc(C4CCCNC4)cc3)nc12. Drug 2: CC1(c2nc3c(C(N)=O)cccc3[nH]2)CCCN1. Cell line: HT29. Synergy scores: synergy=8.80. (3) Drug 1: CCC1=CC2CN(C1)Cc1c([nH]c3ccccc13)C(C(=O)OC)(c1cc3c(cc1OC)N(C)C1C(O)(C(=O)OC)C(OC(C)=O)C4(CC)C=CCN5CCC31C54)C2. Drug 2: CCN(CC)CCNC(=O)c1c(C)[nH]c(C=C2C(=O)Nc3ccc(F)cc32)c1C. Cell line: SKOV3. Synergy scores: synergy=1.51. (4) Drug 1: N#Cc1ccc(Cn2cncc2CN2CCN(c3cccc(Cl)c3)C(=O)C2)cc1. Drug 2: CCc1c2c(nc3ccc(O)cc13)-c1cc3c(c(=O)n1C2)COC(=O)C3(O)CC. Cell line: SW837. Synergy scores: synergy=-0.0224. (5) Drug 1: N#Cc1ccc(Cn2cncc2CN2CCN(c3cccc(Cl)c3)C(=O)C2)cc1. Drug 2: CC(C)CC(NC(=O)C(Cc1ccccc1)NC(=O)c1cnccn1)B(O)O. Cell line: DLD1. Synergy scores: synergy=4.73. (6) Drug 1: CN1C(=O)C=CC2(C)C3CCC4(C)C(NC(=O)OCC(F)(F)F)CCC4C3CCC12. Drug 2: C=CCn1c(=O)c2cnc(Nc3ccc(N4CCN(C)CC4)cc3)nc2n1-c1cccc(C(C)(C)O)n1. Cell line: DLD1. Synergy scores: synergy=3.76.